From a dataset of Full USPTO retrosynthesis dataset with 1.9M reactions from patents (1976-2016). Predict the reactants needed to synthesize the given product. (1) Given the product [N:20]([CH2:19][C:15]1[N:14]=[C:13]([CH2:12][N:29]([CH2:28][C:27]2[CH:40]=[CH:41][C:24]([Cl:23])=[CH:25][CH:26]=2)[CH2:30][C:31]([O:33][CH2:34][CH2:35][Si:36]([CH3:39])([CH3:38])[CH3:37])=[O:32])[CH:18]=[CH:17][CH:16]=1)=[N+:21]=[N-:22], predict the reactants needed to synthesize it. The reactants are: CC1C=CC(S(O[CH2:12][C:13]2[CH:18]=[CH:17][CH:16]=[C:15]([CH2:19][N:20]=[N+:21]=[N-:22])[N:14]=2)(=O)=O)=CC=1.[Cl:23][C:24]1[CH:41]=[CH:40][C:27]([CH2:28][NH:29][CH2:30][C:31]([O:33][CH2:34][CH2:35][Si:36]([CH3:39])([CH3:38])[CH3:37])=[O:32])=[CH:26][CH:25]=1.C(=O)([O-])[O-].[Na+].[Na+].O. (2) Given the product [N:9]1[CH:14]=[CH:13][CH:12]=[C:11]([C:2]2[CH:7]=[CH:6][CH:5]=[CH:4][C:3]=2[OH:8])[CH:10]=1, predict the reactants needed to synthesize it. The reactants are: Br[C:2]1[CH:7]=[CH:6][CH:5]=[CH:4][C:3]=1[OH:8].[N:9]1[CH:14]=[CH:13][CH:12]=[C:11](B(O)O)[CH:10]=1.C(=O)([O-])[O-].[Na+].[Na+].O.